Dataset: Reaction yield outcomes from USPTO patents with 853,638 reactions. Task: Predict the reaction yield, written as a fraction of the theoretical maximum amount of product (1.0 means a 100% yield; for example, 0.34 means a 34% yield). (1) The reactants are [CH3:1][O:2][C:3]1[CH:9]=[CH:8][C:6]([NH2:7])=[CH:5][CH:4]=1.C([O:12][CH:13]=[C:14]([C:20](OCC)=O)[C:15]([O:17][CH2:18][CH3:19])=[O:16])C. The catalyst is O(C1C=CC=CC=1)C1C=CC=CC=1. The product is [OH:12][C:13]1[C:8]2[C:6](=[CH:5][CH:4]=[C:3]([O:2][CH3:1])[CH:9]=2)[N:7]=[CH:20][C:14]=1[C:15]([O:17][CH2:18][CH3:19])=[O:16]. The yield is 0.170. (2) The reactants are [Cl:1][C:2]1[CH:9]=[CH:8][CH:7]=[C:6](F)[C:3]=1[C:4]#[N:5].[CH3:11][C:12]1[N:13]=[CH:14][NH:15][CH:16]=1.C(=O)([O-])[O-].[K+].[K+]. The product is [Cl:1][C:2]1[CH:9]=[CH:8][CH:7]=[C:6]([N:15]2[CH:16]=[C:12]([CH3:11])[N:13]=[CH:14]2)[C:3]=1[C:4]#[N:5]. The yield is 0.730. No catalyst specified.